From a dataset of Retrosynthesis with 50K atom-mapped reactions and 10 reaction types from USPTO. Predict the reactants needed to synthesize the given product. (1) Given the product CN(C)CCCOc1ccc(N2N=C3c4cc(F)ccc4CCC3CC2=O)cc1, predict the reactants needed to synthesize it. The reactants are: CN(C)CCCCl.O=C1CC2CCc3ccc(F)cc3C2=NN1c1ccc(O)cc1. (2) Given the product NCCCCNc1nc(Cl)nc2c1ncn2C1CCCC1, predict the reactants needed to synthesize it. The reactants are: Clc1nc(Cl)c2ncn(C3CCCC3)c2n1.NCCCCN. (3) The reactants are: COC(=O)[C@H](CNC(=O)c1cccs1)NC(=O)c1c(C)nc(NCC#Cc2cccc(O)c2)nc1C. Given the product Cc1nc(NCC#Cc2cccc(O)c2)nc(C)c1C(=O)N[C@@H](CNC(=O)c1cccs1)C(=O)O, predict the reactants needed to synthesize it. (4) Given the product Nc1ccc(C(O)c2ccccn2)c(OCC(F)(F)F)c1, predict the reactants needed to synthesize it. The reactants are: O=[N+]([O-])c1ccc(C(O)c2ccccn2)c(OCC(F)(F)F)c1. (5) Given the product COC[C@@H]1CN(CCN2CCN(C(=O)c3cc(C(F)(F)F)cc(C(F)(F)F)c3)[C@H](Cc3ccc(C)c(NCN4C(=O)CCC4O)c3)C2)CCO1, predict the reactants needed to synthesize it. The reactants are: COC[C@@H]1CN(CCN2CCN(C(=O)c3cc(C(F)(F)F)cc(C(F)(F)F)c3)[C@H](Cc3ccc(C)c(NCN4C(=O)CCC4=O)c3)C2)CCO1. (6) The reactants are: C=CCOC(=O)N1C[C@@H](C(C)(C)C)C[C@@]1(C=O)O[SiH](C)C.COC(=O)C=P(c1ccccc1)(c1ccccc1)c1ccccc1. Given the product C=CCOC(=O)N1C[C@@H](C(C)(C)C)C[C@@]1(C=CC(=O)OC)O[SiH](C)C, predict the reactants needed to synthesize it. (7) Given the product CC(=O)N1C[C@H]2CO[C@H](O[C@H](C)c3cc(C(F)(F)F)cc(C(F)(F)F)c3)[C@@H](c3ccc(F)cc3C)[C@@H]2C1, predict the reactants needed to synthesize it. The reactants are: CC(=O)OC(C)=O.Cc1cc(F)ccc1[C@@H]1[C@@H](O[C@H](C)c2cc(C(F)(F)F)cc(C(F)(F)F)c2)OC[C@@H]2CNC[C@H]21. (8) Given the product COC(=O)[C@@H](NC(=O)OCc1ccccc1)[C@@H](C)OC1CCCCO1, predict the reactants needed to synthesize it. The reactants are: C1=COCCC1.COC(=O)[C@@H](NC(=O)OCc1ccccc1)[C@@H](C)O.